Task: Predict the reactants needed to synthesize the given product.. Dataset: Full USPTO retrosynthesis dataset with 1.9M reactions from patents (1976-2016) (1) Given the product [CH3:23][N:24]1[CH2:29][CH2:28][N:27]([C:30]([C:32]2[CH:37]=[CH:36][C:35]([C:2]3[CH:22]=[N:21][C:5]4[NH:6][CH2:7][CH2:8][N:9]([CH:10]([C:12]5[CH:17]=[C:16]([F:18])[C:15]([F:19])=[CH:14][C:13]=5[F:20])[CH3:11])[C:4]=4[CH:3]=3)=[CH:34][CH:33]=2)=[O:31])[CH2:26][CH2:25]1, predict the reactants needed to synthesize it. The reactants are: I[C:2]1[CH:22]=[N:21][C:5]2[NH:6][CH2:7][CH2:8][N:9]([CH:10]([C:12]3[CH:17]=[C:16]([F:18])[C:15]([F:19])=[CH:14][C:13]=3[F:20])[CH3:11])[C:4]=2[CH:3]=1.[CH3:23][N:24]1[CH2:29][CH2:28][N:27]([C:30]([C:32]2[CH:37]=[CH:36][C:35](B3OC(C)(C)C(C)(C)O3)=[CH:34][CH:33]=2)=[O:31])[CH2:26][CH2:25]1. (2) Given the product [C:1]1([CH3:17])[CH:2]=[CH:3][C:4]([S:7]([N:10]2[CH:14]=[CH:13][C:12]([CH:15]([OH:16])[CH2:18][CH3:19])=[N:11]2)(=[O:9])=[O:8])=[CH:5][CH:6]=1, predict the reactants needed to synthesize it. The reactants are: [C:1]1([CH3:17])[CH:6]=[CH:5][C:4]([S:7]([N:10]2[CH:14]=[CH:13][C:12]([CH:15]=[O:16])=[N:11]2)(=[O:9])=[O:8])=[CH:3][CH:2]=1.[CH2:18]([Mg]Cl)[CH3:19]. (3) Given the product [F:24][C:25]([F:38])([F:37])[S:26]([NH:16][C:6]1[CH:7]=[C:8]([C:10]2[CH:15]=[CH:14][CH:13]=[CH:12][CH:11]=2)[CH:9]=[C:4]([N+:1]([O-:3])=[O:2])[CH:5]=1)(=[O:28])=[O:27], predict the reactants needed to synthesize it. The reactants are: [N+:1]([C:4]1[CH:5]=[C:6]([NH2:16])[CH:7]=[C:8]([C:10]2[CH:15]=[CH:14][CH:13]=[CH:12][CH:11]=2)[CH:9]=1)([O-:3])=[O:2].C(N(CC)CC)C.[F:24][C:25]([F:38])([F:37])[S:26](O[S:26]([C:25]([F:38])([F:37])[F:24])(=[O:28])=[O:27])(=[O:28])=[O:27].[OH-].[Na+].